From a dataset of Reaction yield outcomes from USPTO patents with 853,638 reactions. Predict the reaction yield, written as a fraction of the theoretical maximum amount of product (1.0 means a 100% yield; for example, 0.34 means a 34% yield). (1) The reactants are [NH2:1][C@H:2]([C:4]([OH:6])=[O:5])[CH3:3].O[CH2:8][P:9]([CH2:12]O)[CH2:10]O.[C:14]1(F)C(=O)NC(=O)[NH:16][C:15]=1[C:22]([OH:24])=[O:23]. The catalyst is O. The product is [C:4]([CH:2]([NH:1][CH2:12][P:9]([CH2:8][NH:16][CH:15]([CH3:14])[C:22]([OH:24])=[O:23])[CH2:10][NH:1][CH:2]([C:4]([OH:6])=[O:5])[CH3:3])[CH3:3])([OH:6])=[O:5]. The yield is 0.950. (2) The reactants are [Br:1][C:2]1[CH:3]=[C:4]2[C:8](=[CH:9][CH:10]=1)[N:7]([S:11]([C:14]1[CH:19]=[CH:18][C:17]([O:20][CH3:21])=[CH:16][CH:15]=1)(=[O:13])=[O:12])[CH:6]=[C:5]2[O:22]C(=O)C.[OH-].[K+].Cl. The catalyst is CO. The product is [Br:1][C:2]1[CH:3]=[C:4]2[C:8](=[CH:9][CH:10]=1)[N:7]([S:11]([C:14]1[CH:15]=[CH:16][C:17]([O:20][CH3:21])=[CH:18][CH:19]=1)(=[O:13])=[O:12])[CH:6]=[C:5]2[OH:22]. The yield is 0.810.